From a dataset of Full USPTO retrosynthesis dataset with 1.9M reactions from patents (1976-2016). Predict the reactants needed to synthesize the given product. Given the product [Cl:30][C:25]1[CH:24]=[C:23]([NH:22][C:20]2[C:19]([F:31])=[CH:18][N:17]=[C:16]([NH:1][C:2]3[CH:3]=[CH:4][C:5]4[O:9][CH:8]([C:10]([O:12][CH3:13])=[O:11])[CH2:7][C:6]=4[CH:14]=3)[N:21]=2)[CH:28]=[CH:27][C:26]=1[Cl:29], predict the reactants needed to synthesize it. The reactants are: [NH2:1][C:2]1[CH:3]=[CH:4][C:5]2[O:9][CH:8]([C:10]([O:12][CH3:13])=[O:11])[CH2:7][C:6]=2[CH:14]=1.Cl[C:16]1[N:21]=[C:20]([NH:22][C:23]2[CH:28]=[CH:27][C:26]([Cl:29])=[C:25]([Cl:30])[CH:24]=2)[C:19]([F:31])=[CH:18][N:17]=1.